Dataset: Experimental lipophilicity measurements (octanol/water distribution) for 4,200 compounds from AstraZeneca. Task: Regression/Classification. Given a drug SMILES string, predict its absorption, distribution, metabolism, or excretion properties. Task type varies by dataset: regression for continuous measurements (e.g., permeability, clearance, half-life) or binary classification for categorical outcomes (e.g., BBB penetration, CYP inhibition). For this dataset (lipophilicity_astrazeneca), we predict Y. (1) The molecule is O=C1NC(=O)C(c2cnc3ccccn23)=C1c1cn2c3c(cccc13)CN(C(=O)N1CCOCC1)CC2. The Y is 1.79 logD. (2) The drug is CC(C)c1nc2ccc(-c3ccc(F)cc3)cc2c(=O)n1C[C@H]1CCCN(C(C)C)C1. The Y is 3.60 logD. (3) The drug is CC1=C(C2=C(C)C(=O)c3c(cc(O)c(O)c3CCc3ccc(C)cc3)C2=O)C(=O)c2cc(O)c(O)c(CCc3ccc(C)cc3)c2C1=O. The Y is 3.36 logD.